Dataset: Reaction yield outcomes from USPTO patents with 853,638 reactions. Task: Predict the reaction yield, written as a fraction of the theoretical maximum amount of product (1.0 means a 100% yield; for example, 0.34 means a 34% yield). (1) The reactants are [CH3:1][O:2][C:3]1[CH:4]=[CH:5][C:6]([N:9]2[C:13]([C:14]3[CH:19]=[CH:18][CH:17]=[CH:16][CH:15]=3)=[CH:12][C:11]([C:20]([O:22]CC)=[O:21])=[N:10]2)=[N:7][CH:8]=1.[OH-].[Na+].Cl.O. The catalyst is CO.O1CCCC1.C(OCC)(=O)C. The product is [CH3:1][O:2][C:3]1[CH:4]=[CH:5][C:6]([N:9]2[C:13]([C:14]3[CH:19]=[CH:18][CH:17]=[CH:16][CH:15]=3)=[CH:12][C:11]([C:20]([OH:22])=[O:21])=[N:10]2)=[N:7][CH:8]=1. The yield is 0.940. (2) The reactants are [Br:1][C:2]1[CH:3]=[C:4]2[C:9](=[CH:10][CH:11]=1)[O:8][C:7](=O)[CH2:6][C:5]2([CH3:14])[CH3:13].[C:15]1(C)C=CC=CC=1.[OH-].[Na+]. The catalyst is O1CCCC1.[CH3-].C[Al+]C.[CH-]1C=CC=C1.[CH-]1C=CC=C1.[Cl-].[Ti+3]. The product is [Br:1][C:2]1[CH:3]=[C:4]2[C:9](=[CH:10][CH:11]=1)[O:8][C:7](=[CH2:15])[CH2:6][C:5]2([CH3:14])[CH3:13]. The yield is 0.740. (3) The reactants are C(OC([N:8]1[CH2:15][CH2:14][CH2:13][C@H:9]1[C:10]([OH:12])=O)=O)(C)(C)C.[NH:16]1[C:24]2[C:19](=[CH:20][CH:21]=[CH:22][CH:23]=2)[C:18](/[CH:25]=[CH:26]/[C:27]2[CH:32]=[CH:31][C:30]([C:33]([N:35]3[CH2:40][CH2:39][NH:38][CH2:37][CH2:36]3)=[O:34])=[CH:29][C:28]=2[NH:41][C:42]([C:44]2[S:45][CH:46]=[CH:47][C:48]=2[CH3:49])=[O:43])=[N:17]1.O.ON1C2C=CC=CC=2N=N1.C(Cl)CCl. The catalyst is C1COCC1.C(OCC)(=O)C. The product is [NH:16]1[C:24]2[C:19](=[CH:20][CH:21]=[CH:22][CH:23]=2)[C:18](/[CH:25]=[CH:26]/[C:27]2[CH:32]=[CH:31][C:30]([C:33]([N:35]3[CH2:36][CH2:37][N:38]([C:10]([C@@H:9]4[CH2:13][CH2:14][CH2:15][NH:8]4)=[O:12])[CH2:39][CH2:40]3)=[O:34])=[CH:29][C:28]=2[NH:41][C:42]([C:44]2[S:45][CH:46]=[CH:47][C:48]=2[CH3:49])=[O:43])=[N:17]1. The yield is 0.560. (4) The yield is 0.600. No catalyst specified. The product is [CH3:15][O:16][C:17]1[CH:18]=[C:19]([C:2]2[N:7]=[N:6][C:5]([NH2:8])=[N:4][C:3]=2[C:9]2[CH:14]=[CH:13][CH:12]=[CH:11][CH:10]=2)[CH:20]=[C:21]([O:23][CH3:24])[CH:22]=1. The reactants are Br[C:2]1[N:7]=[N:6][C:5]([NH2:8])=[N:4][C:3]=1[C:9]1[CH:14]=[CH:13][CH:12]=[CH:11][CH:10]=1.[CH3:15][O:16][C:17]1[CH:18]=[C:19](B(O)O)[CH:20]=[C:21]([O:23][CH3:24])[CH:22]=1. (5) The reactants are [CH3:1][C:2]1[C:7]([O:8][C:9]2[C:10]([C:22]#[N:23])=[N:11][CH:12]=[C:13]([S:15][C:16]3[CH:21]=[CH:20][CH:19]=[CH:18][N:17]=3)[CH:14]=2)=[CH:6][CH:5]=[CH:4][N:3]=1.S(=O)(=O)(O)[OH:25]. No catalyst specified. The product is [CH3:1][C:2]1[C:7]([O:8][C:9]2[C:10]([C:22]([NH2:23])=[O:25])=[N:11][CH:12]=[C:13]([S:15][C:16]3[CH:21]=[CH:20][CH:19]=[CH:18][N:17]=3)[CH:14]=2)=[CH:6][CH:5]=[CH:4][N:3]=1. The yield is 0.956. (6) The reactants are Br[CH2:2][C:3]1[C:4]([N+:12]([O-:14])=[O:13])=[C:5]([CH2:9][C:10]#[N:11])[CH:6]=[CH:7][CH:8]=1.[CH3:15][OH:16]. No catalyst specified. The product is [CH3:15][O:16][CH2:2][C:3]1[C:4]([N+:12]([O-:14])=[O:13])=[C:5]([CH2:9][C:10]#[N:11])[CH:6]=[CH:7][CH:8]=1. The yield is 0.190. (7) The reactants are [NH2:1][C:2]1[N:3]=[C:4]([SH:18])[C:5]2[N:10]=[C:9]([C:11]3[CH:16]=[CH:15][C:14]([F:17])=[CH:13][CH:12]=3)[S:8][C:6]=2[N:7]=1.C(N(CC)CC)C.[CH2:26](Br)[C:27]1[CH:32]=[CH:31][CH:30]=[CH:29][CH:28]=1. The catalyst is CS(C)=O. The product is [CH2:26]([S:18][C:4]1[C:5]2[N:10]=[C:9]([C:11]3[CH:12]=[CH:13][C:14]([F:17])=[CH:15][CH:16]=3)[S:8][C:6]=2[N:7]=[C:2]([NH2:1])[N:3]=1)[C:27]1[CH:32]=[CH:31][CH:30]=[CH:29][CH:28]=1. The yield is 0.600. (8) The reactants are [F:1][C:2]1[CH:3]=[C:4]([CH2:9][C@H:10]([NH:14][C:15](=[O:24])[O:16][CH2:17][C:18]2[CH:23]=[CH:22][CH:21]=[CH:20][CH:19]=2)[C@H:11]2[CH2:13][O:12]2)[CH:5]=[C:6]([F:8])[CH:7]=1.[CH2:25]([O:28][C@@H:29]1[C:37]2[C:32](=[CH:33][C:34]([O:38][CH3:39])=[CH:35][CH:36]=2)[C@H:31]([NH2:40])[CH2:30]1)[CH:26]=[CH2:27].[Cl-].[Na+].O.C([O-])(O)=O.[Na+]. The catalyst is CC#N. The product is [CH2:25]([O:28][C@H:29]1[C:37]2[C:32](=[CH:33][C:34]([O:38][CH3:39])=[CH:35][CH:36]=2)[C@@H:31]([NH:40][CH2:13][C@@H:11]([OH:12])[C@@H:10]([NH:14][C:15](=[O:24])[O:16][CH2:17][C:18]2[CH:23]=[CH:22][CH:21]=[CH:20][CH:19]=2)[CH2:9][C:4]2[CH:3]=[C:2]([F:1])[CH:7]=[C:6]([F:8])[CH:5]=2)[CH2:30]1)[CH:26]=[CH2:27]. The yield is 0.160.